Regression. Given a peptide amino acid sequence and an MHC pseudo amino acid sequence, predict their binding affinity value. This is MHC class I binding data. From a dataset of Peptide-MHC class I binding affinity with 185,985 pairs from IEDB/IMGT. The peptide sequence is STYQPLPLY. The MHC is SLA-10401 with pseudo-sequence SLA-10401. The binding affinity (normalized) is 0.664.